Dataset: Experimentally validated miRNA-target interactions with 360,000+ pairs, plus equal number of negative samples. Task: Binary Classification. Given a miRNA mature sequence and a target amino acid sequence, predict their likelihood of interaction. The miRNA is hsa-miR-155-5p with sequence UUAAUGCUAAUCGUGAUAGGGGUU. The protein sequence of the target gene is MERHQPRLHHPAQGSAAGTPYPSSASLRGCRESKMPRRKGPQHPPPPSGPEEPGEKRPKFHLNIRTLTDDMLDKFASIRIPGSKKERPPLPNLKTAFASSDCSAAPLEMMENFPKPLSENELLELFEKMMEDMNLNEDKKAPLREKDFSIKKEMVMQYINTASKTGSLKRSRQISPQEFIHELKMGSADERLVTCLESLRVSLTSNPVSWVESFGHEGLGLLLDILEKLISGKIQEKVVKKNQHKVIQCLKALMNTQYGLERIMSEERSLSLLAKAVDPRHPNMMTDVVKLLSAVCIVGE.... Result: 1 (interaction).